From a dataset of Forward reaction prediction with 1.9M reactions from USPTO patents (1976-2016). Predict the product of the given reaction. Given the reactants [CH3:1][O:2][C:3]1[C:4]([O:24]COC)=[C:5]([C:11]2[C:20]3[C:15](=[CH:16][CH:17]=[CH:18][C:19]=3[N+:21]([O-:23])=[O:22])[CH:14]=[N:13][CH:12]=2)[CH:6]=[CH:7][C:8]=1[O:9][CH3:10].O.C1(C)C=CC(S(O)(=O)=O)=CC=1.C(=O)(O)[O-].[Na+], predict the reaction product. The product is: [CH3:1][O:2][C:3]1[C:8]([O:9][CH3:10])=[CH:7][CH:6]=[C:5]([C:11]2[C:20]3[C:15](=[CH:16][CH:17]=[CH:18][C:19]=3[N+:21]([O-:23])=[O:22])[CH:14]=[N:13][CH:12]=2)[C:4]=1[OH:24].